From a dataset of Forward reaction prediction with 1.9M reactions from USPTO patents (1976-2016). Predict the product of the given reaction. (1) Given the reactants CN(C(ON1N=NC2C=CC=NC1=2)=[N+](C)C)C.F[P-](F)(F)(F)(F)F.[Cl:25][C:26]1[N:30]2[CH:31]=[C:32]([C:39]3[CH:43]=[CH:42][O:41][CH:40]=3)[CH:33]=[C:34]([C:35]([F:38])([F:37])[F:36])[C:29]2=[N:28][C:27]=1[C:44](O)=[O:45].[CH3:47][O:48][C:49](=[O:61])[C:50]1[CH:55]=[CH:54][CH:53]=[CH:52][C:51]=1[CH:56]1[CH2:60][CH2:59][NH:58][CH2:57]1, predict the reaction product. The product is: [CH3:47][O:48][C:49](=[O:61])[C:50]1[CH:55]=[CH:54][CH:53]=[CH:52][C:51]=1[CH:56]1[CH2:60][CH2:59][N:58]([C:44]([C:27]2[N:28]=[C:29]3[C:34]([C:35]([F:38])([F:37])[F:36])=[CH:33][C:32]([C:39]4[CH:43]=[CH:42][O:41][CH:40]=4)=[CH:31][N:30]3[C:26]=2[Cl:25])=[O:45])[CH2:57]1. (2) The product is: [CH2:10]([N:13]1[C:20]2[CH2:21][CH2:22][C:17]3([O:24][CH2:14][CH2:15][O:16]3)[CH2:18][C:19]=2[CH2:9][CH:3]([C:4]([O:6][CH2:7][CH3:8])=[O:5])[CH2:2]1)[CH2:11][CH3:12]. Given the reactants Br[CH2:2][C:3](=[CH2:9])[C:4]([O:6][CH2:7][CH3:8])=[O:5].[CH2:10]([NH2:13])[CH2:11][CH3:12].[CH2:14]1[O:24][C:17]2([CH2:22][CH2:21][C:20](=O)[CH2:19][CH2:18]2)[O:16][CH2:15]1, predict the reaction product. (3) Given the reactants Br[C:2]1[C:7]([F:8])=[CH:6][CH:5]=[CH:4][C:3]=1[O:9][CH2:10][CH3:11].[I-:12].[Na+], predict the reaction product. The product is: [CH2:10]([O:9][C:3]1[CH:4]=[CH:5][CH:6]=[C:7]([F:8])[C:2]=1[I:12])[CH3:11]. (4) Given the reactants [CH3:1][C:2]1[CH:3]=[CH:4][C:5]([S:8]([OH:11])(=[O:10])=[O:9])=[CH:6][CH:7]=1.[CH2:12]1[CH2:22][CH2:21][N:20]2[C:15](=[N:16][CH2:17][CH2:18][CH2:19]2)[CH2:14][CH2:13]1, predict the reaction product. The product is: [CH3:1][C:2]1[CH:7]=[CH:6][C:5]([S:8]([OH:11])(=[O:10])=[O:9])=[CH:4][CH:3]=1.[CH2:12]1[CH2:22][CH2:21][N:20]2[C:15](=[N:16][CH2:17][CH2:18][CH2:19]2)[CH2:14][CH2:13]1.